This data is from Full USPTO retrosynthesis dataset with 1.9M reactions from patents (1976-2016). The task is: Predict the reactants needed to synthesize the given product. (1) The reactants are: [NH2:1][C:2]1[CH:3]=[C:4]([C:8]2[N:9]=[CH:10][O:11][C:12]=2[C:13]2[CH:18]=[CH:17][N:16]=[C:15]([NH:19][C:20]3[CH:25]=[CH:24][CH:23]=[C:22]([F:26])[CH:21]=3)[N:14]=2)[CH:5]=[CH:6][CH:7]=1.[F:27][C:28]1[CH:36]=[CH:35][CH:34]=[C:33]([F:37])[C:29]=1[C:30](Cl)=[O:31].C(O)C(N)(CO)CO. Given the product [F:27][C:28]1[CH:36]=[CH:35][CH:34]=[C:33]([F:37])[C:29]=1[C:30]([NH:1][C:2]1[CH:7]=[CH:6][CH:5]=[C:4]([C:8]2[N:9]=[CH:10][O:11][C:12]=2[C:13]2[CH:18]=[CH:17][N:16]=[C:15]([NH:19][C:20]3[CH:25]=[CH:24][CH:23]=[C:22]([F:26])[CH:21]=3)[N:14]=2)[CH:3]=1)=[O:31], predict the reactants needed to synthesize it. (2) Given the product [C:1]([NH:9][CH2:10][CH:11]1[CH2:16][CH2:15][CH2:14][CH:13]([N:17]2[C:26]3[CH:25]=[CH:24][CH:23]=[C:22]([C:27]([NH2:37])=[O:28])[C:21]=3[C:20]3=[N:30][O:31][C:32]([CH3:33])=[C:19]3[C:18]2=[O:34])[CH2:12]1)(=[O:8])[C:2]1[CH:7]=[CH:6][CH:5]=[CH:4][CH:3]=1, predict the reactants needed to synthesize it. The reactants are: [C:1]([NH:9][CH2:10][CH:11]1[CH2:16][CH2:15][CH2:14][CH:13]([N:17]2[C:26]3[CH:25]=[CH:24][CH:23]=[C:22]([C:27](O)=[O:28])[C:21]=3[C:20]3=[N:30][O:31][C:32]([CH3:33])=[C:19]3[C:18]2=[O:34])[CH2:12]1)(=[O:8])[C:2]1[CH:7]=[CH:6][CH:5]=[CH:4][CH:3]=1.CC[N:37]=C=NCCCN(C)C.C1C=CC2N(O)N=NC=2C=1.[NH4+].[Cl-].C(NC(C)C)(C)C. (3) Given the product [C:11]1(=[O:21])[NH:15][C:14](=[O:16])[C:13]2=[CH:17][CH:18]=[CH:19][CH:20]=[C:12]12.[C:4]1([CH2:3][CH2:2][CH2:1][N:24]2[CH2:25][CH2:26][C:27]3([C:34]4[CH:39]=[CH:38][CH:37]=[C:36]([O:40][CH3:41])[CH:35]=4)[C:57]([CH3:58])([CH2:31][CH2:30][CH:29]([NH2:15])[CH2:28]3)[CH2:23]2)[CH:9]=[CH:8][CH:7]=[CH:6][CH:5]=1, predict the reactants needed to synthesize it. The reactants are: [CH:1](=O)[CH2:2][CH2:3][C:4]1[CH:9]=[CH:8][CH:7]=[CH:6][CH:5]=1.[C:11]1(=[O:21])[NH:15][C:14](=[O:16])[C:13]2=[CH:17][CH:18]=[CH:19][CH:20]=[C:12]12.N[CH:23]1C2(C)[C:27]([C:34]3[CH:39]=[CH:38][CH:37]=[C:36]([O:40][CH3:41])[CH:35]=3)([CH2:28][CH2:29][CH2:30][CH2:31]2)[CH2:26][CH2:25][NH:24]1.C(O[BH-](OC(=O)C)OC(=O)C)(=O)C.[Na+].Cl[CH2:57][CH2:58]Cl. (4) Given the product [CH3:19][O:20][C:21]1[C:26]([O:27][CH3:28])=[CH:25][CH:24]=[CH:23][C:22]=1[CH2:29][C:30]([NH:1][N:2]1[N:11]=[C:10]([N:12]2[CH2:17][CH2:16][O:15][CH2:14][CH2:13]2)[C:9]2[C:4](=[CH:5][CH:6]=[CH:7][CH:8]=2)[C:3]1=[O:18])=[O:31], predict the reactants needed to synthesize it. The reactants are: [NH2:1][N:2]1[N:11]=[C:10]([N:12]2[CH2:17][CH2:16][O:15][CH2:14][CH2:13]2)[C:9]2[C:4](=[CH:5][CH:6]=[CH:7][CH:8]=2)[C:3]1=[O:18].[CH3:19][O:20][C:21]1[C:26]([O:27][CH3:28])=[CH:25][CH:24]=[CH:23][C:22]=1[CH2:29][C:30](O)=[O:31].